Dataset: Full USPTO retrosynthesis dataset with 1.9M reactions from patents (1976-2016). Task: Predict the reactants needed to synthesize the given product. (1) Given the product [Cl:1][C:2]1[C:3]([C:4]([N:30]2[CH2:29][CH2:28][C:27]([C:23]3[CH:24]=[CH:25][CH:26]=[C:21]([F:20])[CH:22]=3)([CH2:33][CH2:34][N:35]3[CH:36]4[CH2:42][CH2:41][CH:40]3[CH2:39][CH:38]([N:43]3[C:47]5[CH:48]=[CH:49][CH:50]=[CH:51][C:46]=5[N:45]=[C:44]3[CH3:52])[CH2:37]4)[CH2:32][CH2:31]2)=[O:6])=[C:7]([Cl:19])[CH:8]=[CH:9][C:10]=1[S:11]([NH:14][C:15]([CH3:18])([CH3:17])[CH3:16])(=[O:13])=[O:12], predict the reactants needed to synthesize it. The reactants are: [Cl:1][C:2]1[C:10]([S:11]([NH:14][C:15]([CH3:18])([CH3:17])[CH3:16])(=[O:13])=[O:12])=[CH:9][CH:8]=[C:7]([Cl:19])[C:3]=1[C:4]([OH:6])=O.[F:20][C:21]1[CH:22]=[C:23]([C:27]2([CH2:33][CH2:34][N:35]3[CH:40]4[CH2:41][CH2:42][CH:36]3[CH2:37][CH:38]([N:43]3[C:47]5[CH:48]=[CH:49][CH:50]=[CH:51][C:46]=5[N:45]=[C:44]3[CH3:52])[CH2:39]4)[CH2:32][CH2:31][NH:30][CH2:29][CH2:28]2)[CH:24]=[CH:25][CH:26]=1.CCN(C(C)C)C(C)C.CN(C(ON1N=NC2C=CC=NC1=2)=[N+](C)C)C.F[P-](F)(F)(F)(F)F.ClC1C(C(N2CCC(C3C=CC=C(F)C=3)(CCN3C4CCC3CC(N3C5C=CC=CC=5N=C3C)C4)CC2)=O)=C(Cl)C=CC=1S(NC)(=O)=O. (2) Given the product [C:1]([C:4]1[CH:9]=[CH:8][C:7]([S:10]([NH:14][C:15]2[C:24]([F:25])=[CH:23][C:18]([C:19]([OH:21])=[O:20])=[C:17]([F:26])[CH:16]=2)(=[O:12])=[O:11])=[CH:6][CH:5]=1)(=[O:3])[CH3:2], predict the reactants needed to synthesize it. The reactants are: [C:1]([C:4]1[CH:9]=[CH:8][C:7]([S:10](Cl)(=[O:12])=[O:11])=[CH:6][CH:5]=1)(=[O:3])[CH3:2].[NH2:14][C:15]1[C:24]([F:25])=[CH:23][C:18]([C:19]([O:21]C)=[O:20])=[C:17]([F:26])[CH:16]=1.[OH-].[Li+].Cl.